Task: Predict the reactants needed to synthesize the given product.. Dataset: Full USPTO retrosynthesis dataset with 1.9M reactions from patents (1976-2016) (1) Given the product [CH2:9]([NH:1][C@H:2]([C@@H:6]([OH:8])[CH3:7])[C:3]([OH:5])=[O:4])[C:10]1[CH:15]=[CH:14][CH:13]=[CH:12][CH:11]=1, predict the reactants needed to synthesize it. The reactants are: [NH2:1][C@H:2]([C@@H:6]([OH:8])[CH3:7])[C:3]([OH:5])=[O:4].[CH:9](=O)[C:10]1[CH:15]=[CH:14][CH:13]=[CH:12][CH:11]=1.[BH4-].[Na+].Cl. (2) Given the product [O:1]1[C:5]2([CH2:11][CH2:10][CH2:9][NH:8][CH2:7][CH2:6]2)[O:4][CH2:3][CH2:2]1, predict the reactants needed to synthesize it. The reactants are: [O:1]1[C:5]2([CH2:11][CH2:10][CH2:9][N:8](C(OCC)=O)[CH2:7][CH2:6]2)[O:4][CH2:3][CH2:2]1.[OH-].[K+].